This data is from NCI-60 drug combinations with 297,098 pairs across 59 cell lines. The task is: Regression. Given two drug SMILES strings and cell line genomic features, predict the synergy score measuring deviation from expected non-interaction effect. Drug 1: CC1CCC2CC(C(=CC=CC=CC(CC(C(=O)C(C(C(=CC(C(=O)CC(OC(=O)C3CCCCN3C(=O)C(=O)C1(O2)O)C(C)CC4CCC(C(C4)OC)OCCO)C)C)O)OC)C)C)C)OC. Drug 2: CC1C(C(CC(O1)OC2CC(CC3=C2C(=C4C(=C3O)C(=O)C5=CC=CC=C5C4=O)O)(C(=O)C)O)N)O. Cell line: DU-145. Synergy scores: CSS=50.3, Synergy_ZIP=-0.0602, Synergy_Bliss=-0.0929, Synergy_Loewe=0.545, Synergy_HSA=4.70.